This data is from Catalyst prediction with 721,799 reactions and 888 catalyst types from USPTO. The task is: Predict which catalyst facilitates the given reaction. Reactant: [CH3:1][C:2]1[C:7]([S:8][CH3:9])=[N:6][N:5]2[C:10]([C:31]3[CH:36]=[CH:35][CH:34]=[CH:33][CH:32]=3)=[C:11]([C:13]3[CH:18]=[CH:17][C:16]([C:19]4([NH:23]C(=O)OC(C)(C)C)[CH2:22][CH2:21][CH2:20]4)=[CH:15][CH:14]=3)[N:12]=[C:4]2[C:3]=1[CH3:37].CO.Cl.O1CCOCC1. Product: [CH3:1][C:2]1[C:7]([S:8][CH3:9])=[N:6][N:5]2[C:10]([C:31]3[CH:32]=[CH:33][CH:34]=[CH:35][CH:36]=3)=[C:11]([C:13]3[CH:14]=[CH:15][C:16]([C:19]4([NH2:23])[CH2:22][CH2:21][CH2:20]4)=[CH:17][CH:18]=3)[N:12]=[C:4]2[C:3]=1[CH3:37]. The catalyst class is: 2.